Task: Predict the reaction yield, written as a fraction of the theoretical maximum amount of product (1.0 means a 100% yield; for example, 0.34 means a 34% yield).. Dataset: Reaction yield outcomes from USPTO patents with 853,638 reactions The reactants are [CH:1]1([CH2:7][C@@H:8]([NH:26][CH3:27])[CH2:9][N:10]2[CH2:15][CH2:14][N:13]([C:16]3[C:25]4[O:24][CH2:23][CH2:22][O:21][C:20]=4[CH:19]=[CH:18][CH:17]=3)[CH2:12][CH2:11]2)[CH2:6][CH2:5][CH2:4][CH2:3][CH2:2]1.C(N(CC)CC)C.[CH3:35][C:36]1([C:42](Cl)=[O:43])[CH2:41][CH2:40][CH2:39][CH2:38][CH2:37]1. The catalyst is ClCCl. The product is [CH:1]1([CH2:7][C@@H:8]([N:26]([CH3:27])[C:42]([C:36]2([CH3:35])[CH2:41][CH2:40][CH2:39][CH2:38][CH2:37]2)=[O:43])[CH2:9][N:10]2[CH2:11][CH2:12][N:13]([C:16]3[C:25]4[O:24][CH2:23][CH2:22][O:21][C:20]=4[CH:19]=[CH:18][CH:17]=3)[CH2:14][CH2:15]2)[CH2:2][CH2:3][CH2:4][CH2:5][CH2:6]1. The yield is 0.910.